Dataset: Catalyst prediction with 721,799 reactions and 888 catalyst types from USPTO. Task: Predict which catalyst facilitates the given reaction. (1) The catalyst class is: 18. Reactant: [H-].[Na+].[O:3]1[C:7]2[CH:8]=[CH:9][CH:10]=[CH:11][C:6]=2[N:5]=[C:4]1[S:12][CH2:13][CH2:14][N:15]1[CH2:20][CH2:19][N:18]([CH2:21][C:22]([NH:24][C:25]2[C:30]([CH:31]([CH3:33])[CH3:32])=[CH:29][C:28]([OH:34])=[CH:27][C:26]=2[CH:35]([CH3:37])[CH3:36])=[O:23])[CH2:17][CH2:16]1.I[CH3:39]. Product: [O:3]1[C:7]2[CH:8]=[CH:9][CH:10]=[CH:11][C:6]=2[N:5]=[C:4]1[S:12][CH2:13][CH2:14][N:15]1[CH2:20][CH2:19][N:18]([CH2:21][C:22]([NH:24][C:25]2[C:30]([CH:31]([CH3:32])[CH3:33])=[CH:29][C:28]([O:34][CH3:39])=[CH:27][C:26]=2[CH:35]([CH3:37])[CH3:36])=[O:23])[CH2:17][CH2:16]1. (2) The catalyst class is: 752. Reactant: [CH2:1]([O:3][C:4](=[O:18])[C:5]1[CH:10]=[CH:9][C:8]([CH3:11])=[C:7]([N:12]2[CH:16]=[C:15](Br)[CH:14]=[N:13]2)[CH:6]=1)[CH3:2].[CH3:19][N:20]1[C:24]([Sn](CCCC)(CCCC)CCCC)=[CH:23][N:22]=[CH:21]1.[F-].[K+]. Product: [CH2:1]([O:3][C:4](=[O:18])[C:5]1[CH:10]=[CH:9][C:8]([CH3:11])=[C:7]([N:12]2[CH:16]=[C:15]([C:24]3[N:20]([CH3:19])[CH:21]=[N:22][CH:23]=3)[CH:14]=[N:13]2)[CH:6]=1)[CH3:2]. (3) Reactant: [Br:1][C:2]1[CH:7]=[CH:6][C:5]([SH:8])=[C:4]([C:9]([F:12])([F:11])[F:10])[CH:3]=1.[C:13]([NH2:17])(=[O:16])[CH:14]=[CH2:15].B([O-])([O-])[O-].B([O-])([O-])[O-].B([O-])([O-])[O-].B([O-])([O-])[O-].[Na+].[Na+].[Na+].[Na+].[Na+].[Na+].[Na+].[Na+].[Na+].[Na+].[Na+].[Na+]. Product: [Br:1][C:2]1[CH:7]=[CH:6][C:5]([S:8][CH2:15][CH2:14][C:13]([NH2:17])=[O:16])=[C:4]([C:9]([F:12])([F:10])[F:11])[CH:3]=1. The catalyst class is: 24. (4) Reactant: [C:1]([O:5][C:6]([NH:8][C:9]1([C:12]([OH:14])=O)[CH2:11][CH2:10]1)=[O:7])([CH3:4])([CH3:3])[CH3:2].CN(C(ON1N=NC2C=CC=NC1=2)=[N+](C)C)C.F[P-](F)(F)(F)(F)F.[F:39][C:40]([F:63])([F:62])[C:41]1[CH:46]=[CH:45][C:44]([CH:47]2[CH2:52][NH:51][CH2:50][CH:49]([NH:53][C:54](=[O:61])[C:55]3[CH:60]=[CH:59][CH:58]=[CH:57][CH:56]=3)[CH2:48]2)=[CH:43][CH:42]=1. Product: [C:55]1([C:54]([NH:53][CH:49]2[CH2:48][CH:47]([C:44]3[CH:43]=[CH:42][C:41]([C:40]([F:63])([F:39])[F:62])=[CH:46][CH:45]=3)[CH2:52][N:51]([C:12]([C:9]3([NH:8][C:6](=[O:7])[O:5][C:1]([CH3:2])([CH3:3])[CH3:4])[CH2:10][CH2:11]3)=[O:14])[CH2:50]2)=[O:61])[CH:60]=[CH:59][CH:58]=[CH:57][CH:56]=1. The catalyst class is: 456.